This data is from Forward reaction prediction with 1.9M reactions from USPTO patents (1976-2016). The task is: Predict the product of the given reaction. (1) Given the reactants [N+:1]([C:4]1[CH:10]=[CH:9][C:7]([NH2:8])=[CH:6][CH:5]=1)([O-:3])=[O:2].[N:11]([O-])=O.[Na+].[CH2:15]([S:19][C:20]1[C:29]2[C:24](=[CH:25][CH:26]=[CH:27][CH:28]=2)[C:23]([OH:30])=[CH:22][CH:21]=1)[CH2:16][CH2:17][CH3:18], predict the reaction product. The product is: [N+:1]([C:4]1[CH:10]=[CH:9][C:7]([N:8]=[N:11][C:22]2[CH:21]=[C:20]([S:19][CH2:15][CH2:16][CH2:17][CH3:18])[C:29]3[C:24](=[CH:25][CH:26]=[CH:27][CH:28]=3)[C:23]=2[OH:30])=[CH:6][CH:5]=1)([O-:3])=[O:2]. (2) Given the reactants [Cl:1][C:2]1[CH:31]=[CH:30][C:5]([CH2:6][N:7]2[C:15]3[C:10](=[CH:11][C:12](/[CH:16]=[C:17]4/[C:18](=[O:29])[N:19]([CH:23]5[CH2:28][CH2:27][NH:26][CH2:25][CH2:24]5)[C:20](=[O:22])[S:21]/4)=[CH:13][CH:14]=3)[CH:9]=[N:8]2)=[C:4]([C:32]([F:35])([F:34])[F:33])[CH:3]=1.[CH3:36][O:37][CH2:38][CH2:39]Br, predict the reaction product. The product is: [Cl:1][C:2]1[CH:31]=[CH:30][C:5]([CH2:6][N:7]2[C:15]3[C:10](=[CH:11][C:12](/[CH:16]=[C:17]4/[C:18](=[O:29])[N:19]([CH:23]5[CH2:28][CH2:27][N:26]([CH2:39][CH2:38][O:37][CH3:36])[CH2:25][CH2:24]5)[C:20](=[O:22])[S:21]/4)=[CH:13][CH:14]=3)[CH:9]=[N:8]2)=[C:4]([C:32]([F:35])([F:34])[F:33])[CH:3]=1. (3) The product is: [OH2:9].[C:1]([O-:10])(=[O:9])[CH:2]([CH2:6][CH2:7][CH3:8])[CH2:3][CH2:4][CH3:5].[Mg+2:13].[C:1]([O-:10])(=[O:9])[CH:2]([CH2:6][CH2:7][CH3:8])[CH2:3][CH2:4][CH3:5]. Given the reactants [C:1]([OH:10])(=[O:9])[CH:2]([CH2:6][CH2:7][CH3:8])[CH2:3][CH2:4][CH3:5].C[O-].[Mg+2:13].C[O-].C(#N)C, predict the reaction product. (4) Given the reactants [CH3:1][C:2]1[NH:3][C:4]2[C:9]([CH:10]=1)=[C:8]([C:11]([F:14])([F:13])[F:12])[C:7]([C:15]#[N:16])=[CH:6][CH:5]=2.Cl[CH2:18][C:19]1[N:23]=[C:22]([C:24]2[CH:29]=[CH:28][CH:27]=[C:26]([C:30]([F:33])([F:32])[F:31])[CH:25]=2)[O:21][N:20]=1, predict the reaction product. The product is: [CH3:1][C:2]1[N:3]([CH2:18][C:19]2[N:23]=[C:22]([C:24]3[CH:29]=[CH:28][CH:27]=[C:26]([C:30]([F:33])([F:31])[F:32])[CH:25]=3)[O:21][N:20]=2)[C:4]2[C:9]([CH:10]=1)=[C:8]([C:11]([F:12])([F:14])[F:13])[C:7]([C:15]#[N:16])=[CH:6][CH:5]=2.